Predict the reaction yield, written as a fraction of the theoretical maximum amount of product (1.0 means a 100% yield; for example, 0.34 means a 34% yield). From a dataset of Reaction yield outcomes from USPTO patents with 853,638 reactions. (1) The reactants are [CH3:1][C:2]1([CH3:20])[CH2:6][C:5]2[C:7]([CH3:19])=[C:8]([N:13]3[CH2:18][CH2:17][NH:16][CH2:15][CH2:14]3)[C:9]([CH3:12])=[C:10]([CH3:11])[C:4]=2[O:3]1.Br[C:22]1[CH:27]=[CH:26][C:25]([CH3:28])=[C:24]([CH3:29])[CH:23]=1. No catalyst specified. The product is [CH3:29][C:24]1[CH:23]=[C:22]([N:16]2[CH2:15][CH2:14][N:13]([C:8]3[C:9]([CH3:12])=[C:10]([CH3:11])[C:4]4[O:3][C:2]([CH3:20])([CH3:1])[CH2:6][C:5]=4[C:7]=3[CH3:19])[CH2:18][CH2:17]2)[CH:27]=[CH:26][C:25]=1[CH3:28]. The yield is 0.180. (2) The reactants are [OH-].[Na+].[NH2:3][C:4]1[CH:13]=[CH:12][C:7]([C:8]([O:10]C)=[O:9])=[CH:6][C:5]=1[I:14].Cl. The catalyst is CO.O. The product is [NH2:3][C:4]1[CH:13]=[CH:12][C:7]([C:8]([OH:10])=[O:9])=[CH:6][C:5]=1[I:14]. The yield is 0.890. (3) The reactants are FC(F)(S(F)(=O)=O)[C:3](F)(F)[C:4](F)(F)[C:5]([F:8])(F)F.[F:18][C:19]1[N:24]=[C:23]([N:25]2[C@@H](CO)C[O:27][C:26]2=[O:32])[CH:22]=[CH:21][N:20]=1.F.F.F.C(N(CC)CC)C.C(N(CC)CC)C. The catalyst is C1COCC1.O. The product is [F:8][CH2:5][C@H:4]1[CH2:3][O:32][C:26](=[O:27])[N:25]1[C:23]1[CH:22]=[CH:21][N:20]=[C:19]([F:18])[N:24]=1. The yield is 0.400. (4) The reactants are C(OC(=O)N[CH2:8][CH2:9][O:10][C:11]1[CH:12]=[CH:13][C:14]2[N:20]3[C:21]([CH3:24])=[N:22][N:23]=[C:19]3[C@H:18]([CH2:25][C:26]([NH:28][CH2:29][CH3:30])=[O:27])[N:17]=[C:16]([C:31]3[CH:36]=[CH:35][C:34]([Cl:37])=[CH:33][CH:32]=3)[C:15]=2[CH:38]=1)(C)(C)C.C1(S(OCC[CH2:52][CH2:53][NH:54][C:55]([O:57][C:58]([CH3:61])([CH3:60])[CH3:59])=[O:56])(=O)=O)C=CC=CC=1. No catalyst specified. The product is [C:58]([O:57][C:55](=[O:56])[NH:54][CH2:53][CH2:52][CH2:8][CH2:9][O:10][C:11]1[CH:12]=[CH:13][C:14]2[N:20]3[C:21]([CH3:24])=[N:22][N:23]=[C:19]3[C@H:18]([CH2:25][C:26]([NH:28][CH2:29][CH3:30])=[O:27])[N:17]=[C:16]([C:31]3[CH:32]=[CH:33][C:34]([Cl:37])=[CH:35][CH:36]=3)[C:15]=2[CH:38]=1)([CH3:61])([CH3:60])[CH3:59]. The yield is 0.950. (5) The catalyst is C(O)C. The yield is 0.310. The reactants are [F:1][C:2]1[CH:7]=[CH:6][C:5]([C:8](=[O:12])[CH2:9][C:10]#[N:11])=[CH:4][CH:3]=1.[CH3:13][O:14][C:15]1[CH:16]=[C:17]([CH:19]=[CH:20][C:21]=1[O:22][CH3:23])[NH2:18]. The product is [CH3:13][O:14][C:15]1[CH:16]=[C:17]([NH:18][C:10](=[NH:11])[CH2:9][C:8]([C:5]2[CH:6]=[CH:7][C:2]([F:1])=[CH:3][CH:4]=2)=[O:12])[CH:19]=[CH:20][C:21]=1[O:22][CH3:23]. (6) The reactants are [Br:1][C:2]1[N:3](CC2C=CC(OC)=CC=2)[C:4]([C:9]([O:11][CH3:12])=[O:10])=[C:5]([CH:7]=[O:8])[N:6]=1. The catalyst is C(O)(C(F)(F)F)=O. The product is [Br:1][C:2]1[NH:3][C:4]([C:9]([O:11][CH3:12])=[O:10])=[C:5]([CH:7]=[O:8])[N:6]=1. The yield is 0.770. (7) The yield is 1.00. The reactants are [C-:1]#[N:2].[K+].[CH3:4][O:5][C:6]([C:8]1[CH:12]=[C:11]([CH2:13]Cl)[S:10][CH:9]=1)=[O:7]. The catalyst is CN(C=O)C.[Na+].[Cl-]. The product is [CH3:4][O:5][C:6]([C:8]1[CH:12]=[C:11]([CH2:13][C:1]#[N:2])[S:10][CH:9]=1)=[O:7].